Predict the reaction yield, written as a fraction of the theoretical maximum amount of product (1.0 means a 100% yield; for example, 0.34 means a 34% yield). From a dataset of Reaction yield outcomes from USPTO patents with 853,638 reactions. (1) The reactants are Cl[CH2:2][CH2:3][C:4]([NH:6][C:7]1[C:20]2[C:19](=[O:21])[C:18]3[C:13](=[CH:14][CH:15]=[CH:16][C:17]=3[NH:22][C:23](=[O:27])[CH2:24][CH2:25]Cl)[C:12](=[O:28])[C:11]=2[CH:10]=[CH:9][CH:8]=1)=[O:5].[N:29]1[CH:34]=[CH:33][CH:32]=[CH:31][CH:30]=1.[CH2:35]([NH:38][CH2:39][CH2:40][CH3:41])[CH2:36][CH3:37].[CH2:42]1COCC1. No catalyst specified. The product is [CH2:34]([N:29]([CH2:30][CH2:31][CH3:42])[CH:24]([CH3:25])[C:23]([NH:22][C:17]1[C:18]2[C:19](=[O:21])[C:20]3[C:11](=[CH:10][CH:9]=[CH:8][C:7]=3[NH:6][C:4](=[O:5])[CH:3]([N:38]([CH2:39][CH2:40][CH3:41])[CH2:35][CH2:36][CH3:37])[CH3:2])[C:12](=[O:28])[C:13]=2[CH:14]=[CH:15][CH:16]=1)=[O:27])[CH2:33][CH3:32]. The yield is 0.790. (2) The reactants are [C:1]([CH2:3][CH2:4][CH2:5][CH2:6][CH:7](/[CH:20]=[CH:21]/[C:22]1[CH:27]=[CH:26][CH:25]=[CH:24][C:23]=1[OH:28])[CH2:8][CH2:9][C:10]1[CH:19]=[CH:18][C:13]([C:14]([O:16][CH3:17])=[O:15])=[CH:12][CH:11]=1)#[N:2].[C:29]([C:33]1[CH:40]=[CH:39][C:36]([CH2:37]Br)=[CH:35][CH:34]=1)([CH3:32])([CH3:31])[CH3:30].C(=O)([O-])[O-].[K+].[K+]. The catalyst is C(#N)C. The product is [C:29]([C:33]1[CH:34]=[CH:35][C:36]([CH2:37][O:28][C:23]2[CH:24]=[CH:25][CH:26]=[CH:27][C:22]=2/[CH:21]=[CH:20]/[CH:7]([CH2:6][CH2:5][CH2:4][CH2:3][C:1]#[N:2])[CH2:8][CH2:9][C:10]2[CH:11]=[CH:12][C:13]([C:14]([O:16][CH3:17])=[O:15])=[CH:18][CH:19]=2)=[CH:39][CH:40]=1)([CH3:32])([CH3:30])[CH3:31]. The yield is 0.920. (3) The reactants are C[O:2][C:3](=[O:31])[C:4]1[CH:9]=[CH:8][C:7]([C:10]2[CH:11]=[N:12][C:13]([NH2:30])=[C:14]([O:16][CH:17]([C:19]3[CH:24]=[CH:23][CH:22]=[C:21]([F:25])[C:20]=3[C:26]([F:29])([F:28])[F:27])[CH3:18])[CH:15]=2)=[CH:6][CH:5]=1.O.[Li+].[OH-]. The catalyst is CC(O)C.CCOC(C)=O. The product is [NH2:30][C:13]1[N:12]=[CH:11][C:10]([C:7]2[CH:8]=[CH:9][C:4]([C:3]([OH:31])=[O:2])=[CH:5][CH:6]=2)=[CH:15][C:14]=1[O:16][CH:17]([C:19]1[CH:24]=[CH:23][CH:22]=[C:21]([F:25])[C:20]=1[C:26]([F:29])([F:28])[F:27])[CH3:18]. The yield is 0.880. (4) The reactants are [C:1]([C:5]1[CH:10]=[CH:9][C:8]([C:11]2[S:12][CH:13]=[C:14]([C:17]([CH3:19])=O)[C:15]=2[OH:16])=[CH:7][CH:6]=1)([CH3:4])([CH3:3])[CH3:2].[NH:20]([C:22]([C:24]1[S:28][C:27]([C:29]([O:31][CH3:32])=[O:30])=[CH:26][CH:25]=1)=[O:23])[NH2:21]. The catalyst is CN(C)C=O. The product is [C:1]([C:5]1[CH:10]=[CH:9][C:8]([C:11]2[S:12][CH:13]=[C:14]([C:17](=[N:21][NH:20][C:22]([C:24]3[S:28][C:27]([C:29]([O:31][CH3:32])=[O:30])=[CH:26][CH:25]=3)=[O:23])[CH3:19])[C:15]=2[OH:16])=[CH:7][CH:6]=1)([CH3:4])([CH3:3])[CH3:2]. The yield is 0.600.